This data is from Forward reaction prediction with 1.9M reactions from USPTO patents (1976-2016). The task is: Predict the product of the given reaction. (1) Given the reactants [CH:1]1([S:4]([CH:7]([C:11]2[CH:16]=[CH:15][CH:14]=[CH:13][CH:12]=2)C(O)=O)(=[O:6])=[O:5])[CH2:3][CH2:2]1.C1C(=O)N([I:24])C(=O)C1, predict the reaction product. The product is: [CH:1]1([S:4]([CH:7]([I:24])[C:11]2[CH:16]=[CH:15][CH:14]=[CH:13][CH:12]=2)(=[O:6])=[O:5])[CH2:3][CH2:2]1. (2) The product is: [NH2:1][C:2]1[C:3]2[C:10]([C:11]3[CH:16]=[CH:15][CH:14]=[C:13]([O:17][CH2:18][C:19]45[O:25][CH:22]([CH2:21][CH2:20]4)[CH2:23][CH2:24]5)[CH:12]=3)=[CH:9][N:8]([C@@H:26]3[CH2:27][C@H:28]([OH:30])[CH2:29]3)[C:4]=2[N:5]=[CH:6][N:7]=1. Given the reactants [NH2:1][C:2]1[C:3]2[C:10]([C:11]3[CH:16]=[CH:15][CH:14]=[C:13]([O:17][CH2:18][C:19]45[O:25][CH:22]([CH2:23][CH2:24]4)[CH2:21][CH2:20]5)[CH:12]=3)=[CH:9][N:8]([CH:26]3[CH2:29][C:28](=[O:30])[CH2:27]3)[C:4]=2[N:5]=[CH:6][N:7]=1.[BH4-].[Na+], predict the reaction product. (3) Given the reactants [Br:1][C:2]1[N:11]=[C:10]2[C:5]([CH:6]=[C:7]([OH:12])[N:8]=[CH:9]2)=[CH:4][CH:3]=1.Br[CH2:14][C:15]1[CH:24]=[CH:23][C:18]([C:19]([O:21][CH3:22])=[O:20])=[CH:17][CH:16]=1.C(=O)([O-])[O-].[Cs+].[Cs+], predict the reaction product. The product is: [CH3:22][O:21][C:19](=[O:20])[C:18]1[CH:23]=[CH:24][C:15]([CH2:14][N:8]2[C:7](=[O:12])[CH:6]=[C:5]3[C:10]([N:11]=[C:2]([Br:1])[CH:3]=[CH:4]3)=[CH:9]2)=[CH:16][CH:17]=1. (4) Given the reactants [Br:1][C:2]1[CH:3]=[C:4]([S:8](Cl)(=[O:10])=[O:9])[CH:5]=[CH:6][CH:7]=1.[CH3:12][NH2:13].CCO, predict the reaction product. The product is: [Br:1][C:2]1[CH:3]=[C:4]([S:8]([NH:13][CH3:12])(=[O:10])=[O:9])[CH:5]=[CH:6][CH:7]=1.